Predict which catalyst facilitates the given reaction. From a dataset of Catalyst prediction with 721,799 reactions and 888 catalyst types from USPTO. (1) Reactant: [Na].[CH3:2][C:3]1[CH:4]=[N:5][C:6]([CH2:12][S+:13]([O-:25])[C:14]2[NH:15][C:16]3[CH:17]=[CH:18][C:19]([O:23][CH3:24])=[CH:20][C:21]=3[N:22]=2)=[C:7]([CH3:11])[C:8]=1[O:9][CH3:10].[OH2:26].O.O.O.O.O.[Cl-].[Sr+2:33].[Cl-]. Product: [CH3:2][C:3]1[CH:4]=[N:5][C:6]([CH2:12][S+:13]([O-:25])[C:14]2[N-:15][C:16]3[CH:17]=[CH:18][C:19]([O:23][CH3:24])=[CH:20][C:21]=3[N:22]=2)=[C:7]([CH3:11])[C:8]=1[O:9][CH3:10].[CH3:2][C:3]1[CH:4]=[N:5][C:6]([CH2:12][S+:13]([O-:25])[C:14]2[N-:15][C:16]3[CH:17]=[CH:18][C:19]([O:23][CH3:24])=[CH:20][C:21]=3[N:22]=2)=[C:7]([CH3:11])[C:8]=1[O:9][CH3:10].[OH2:26].[OH2:9].[OH2:9].[OH2:9].[Sr+2:33]. The catalyst class is: 6. (2) Reactant: [CH2:1]([NH:5][C:6](=[O:36])[C@H:7]([CH3:35])[CH2:8][C@H:9]([OH:34])[C@@H:10]([NH:22][C:23](=[O:33])[C@H:24]([CH3:32])[CH2:25][S:26]([CH2:29]C=C)(=[O:28])=[O:27])[CH2:11][C:12]1[CH:17]=[CH:16][CH:15]=[C:14]([O:18][CH2:19][CH:20]=[CH2:21])[CH:13]=1)[CH2:2][CH2:3][CH3:4]. Product: [CH2:1]([NH:5][C:6](=[O:36])[C@H:7]([CH3:35])[CH2:8][C@H:9]([OH:34])[C@@H:10]1[CH2:11][C:12]2[CH:13]=[C:14]([CH:15]=[CH:16][CH:17]=2)[O:18][CH2:19][CH2:20][CH2:21][CH2:29][S:26](=[O:28])(=[O:27])[CH2:25][C@@H:24]([CH3:32])[C:23](=[O:33])[NH:22]1)[CH2:2][CH2:3][CH3:4]. The catalyst class is: 4. (3) Product: [Cl:1][C:2]1[S:6][C:5]([S:7]([N:10]([CH2:17][CH3:18])[C:11]2([C:14]([NH:39][CH2:38][C:36]3[CH:35]=[C:34]([C:40]4[CH:41]=[CH:42][C:43]([C:46]([F:47])([F:48])[F:49])=[CH:44][CH:45]=4)[N:33]=[C:32]([O:31][CH3:30])[CH:37]=3)=[O:16])[CH2:12][CH2:13]2)(=[O:8])=[O:9])=[CH:4][CH:3]=1. Reactant: [Cl:1][C:2]1[S:6][C:5]([S:7]([N:10]([CH2:17][CH3:18])[C:11]2([C:14]([OH:16])=O)[CH2:13][CH2:12]2)(=[O:9])=[O:8])=[CH:4][CH:3]=1.CCOC(OC(OCC)=O)=O.[CH3:30][O:31][C:32]1[CH:37]=[C:36]([CH2:38][NH2:39])[CH:35]=[C:34]([C:40]2[CH:45]=[CH:44][C:43]([C:46]([F:49])([F:48])[F:47])=[CH:42][CH:41]=2)[N:33]=1. The catalyst class is: 1. (4) Reactant: Cl[C:2]1[CH:7]=[C:6]([NH:8][C:9]2[N:14]=[CH:13][N:12]=[C:11](NC(C3CC3)=O)[CH:10]=2)[C:5](=[O:21])[N:4]2[C:22]([C:27]3C=CC=C(F)C=3)([CH3:26])[NH:23][C:24](=[O:25])[C:3]=12.[Cu][C:35]#[N:36].[C-]#N.[Na+].C1(P(C2CCCCC2)C2CCCCC2)CCCCC1. Product: [CH3:26][C:22]1([CH3:27])[N:4]2[C:5](=[O:21])[C:6]([NH:8][C:9]3[CH:10]=[CH:11][N:12]=[CH:13][N:14]=3)=[CH:7][C:2]([C:35]#[N:36])=[C:3]2[C:24](=[O:25])[NH:23]1. The catalyst class is: 62. (5) Reactant: [F:1][C:2]([F:15])([F:14])[S:3]([O:6]S(C(F)(F)F)(=O)=O)(=[O:5])=[O:4].[Cl:16][C:17]1[CH:18]=[C:19]([C:24]2[CH:29]=[CH:28][CH:27]=[CH:26][CH:25]=2)[CH:20]=[CH:21][C:22]=1O.C(N(CC)CC)C. Product: [Cl:16][C:17]1[CH:18]=[C:19]([C:24]2[CH:25]=[CH:26][CH:27]=[CH:28][CH:29]=2)[CH:20]=[CH:21][C:22]=1[O:6][S:3]([C:2]([F:15])([F:14])[F:1])(=[O:5])=[O:4]. The catalyst class is: 4. (6) The catalyst class is: 36. Reactant: [C:1]([O:5][C@@H:6]([C:12]1[C:13]([CH3:34])=[N:14][C:15]([CH3:33])=[C:16]([C:26]2[CH:31]=[CH:30][C:29](O)=[CH:28][CH:27]=2)[C:17]=1[N:18]1[CH2:23][CH2:22][C:21]([CH3:25])([CH3:24])[CH2:20][CH2:19]1)[C:7]([O:9]CC)=[O:8])([CH3:4])([CH3:3])[CH3:2].[CH3:35][O:36][C:37]1[CH:38]=[C:39]([CH2:43][CH2:44][OH:45])[CH:40]=[CH:41][CH:42]=1.C1C=CC(P(C2C=CC=CC=2)C2C=CC=CC=2)=CC=1.CCOC(/N=N/C(OCC)=O)=O.[OH-].[Na+]. Product: [C:1]([O:5][C@@H:6]([C:12]1[C:13]([CH3:34])=[N:14][C:15]([CH3:33])=[C:16]([C:26]2[CH:27]=[CH:28][C:29]([O:45][CH2:44][CH2:43][C:39]3[CH:40]=[CH:41][CH:42]=[C:37]([O:36][CH3:35])[CH:38]=3)=[CH:30][CH:31]=2)[C:17]=1[N:18]1[CH2:19][CH2:20][C:21]([CH3:25])([CH3:24])[CH2:22][CH2:23]1)[C:7]([OH:9])=[O:8])([CH3:4])([CH3:2])[CH3:3].